This data is from Catalyst prediction with 721,799 reactions and 888 catalyst types from USPTO. The task is: Predict which catalyst facilitates the given reaction. (1) Reactant: [F:1][C:2]1[CH:3]=[C:4]([C:20]2[C:21]([C:26]#[N:27])=[CH:22][CH:23]=[CH:24][CH:25]=2)[CH:5]=[CH:6][C:7]=1[CH2:8][C:9]1[C:14](=[O:15])[NH:13][C:12]([CH3:16])=[N:11][C:10]=1[CH2:17][CH2:18][CH3:19].[O:28]1[C:32]2[CH:33]=[CH:34][C:35](B(O)O)=[CH:36][C:31]=2[CH2:30][CH2:29]1.C(N(CC)CC)C.N1C=CC=CC=1. Product: [O:28]1[C:32]2[CH:33]=[CH:34][C:35]([N:13]3[C:14](=[O:15])[C:9]([CH2:8][C:7]4[CH:6]=[CH:5][C:4]([C:20]5[C:21]([C:26]#[N:27])=[CH:22][CH:23]=[CH:24][CH:25]=5)=[CH:3][C:2]=4[F:1])=[C:10]([CH2:17][CH2:18][CH3:19])[N:11]=[C:12]3[CH3:16])=[CH:36][C:31]=2[CH2:30][CH2:29]1. The catalyst class is: 297. (2) Reactant: C[O:2][CH:3]=[C:4]1[C:12]2[C:7](=[CH:8][C:9]([C:13]#[N:14])=[CH:10][CH:11]=2)[CH2:6][CH2:5]1.B(Br)(Br)Br.O. Product: [CH:3]([CH:4]1[C:12]2[C:7](=[CH:8][C:9]([C:13]#[N:14])=[CH:10][CH:11]=2)[CH2:6][CH2:5]1)=[O:2]. The catalyst class is: 2. (3) Product: [NH2:1][C:2]1[CH:3]=[CH:4][C:5]([NH:8][C:9](=[O:15])/[CH:10]=[CH:11]\[C:12]([O-:14])=[O:13])=[CH:6][CH:7]=1.[Na+:17]. Reactant: [NH2:1][C:2]1[CH:7]=[CH:6][C:5]([NH:8][C:9](=[O:15])/[CH:10]=[CH:11]\[C:12]([OH:14])=[O:13])=[CH:4][CH:3]=1.[OH-].[Na+:17]. The catalyst class is: 6. (4) Reactant: [C:1]([C:3]1[CH:4]=[C:5]([CH:10]=[CH:11][C:12]=1[OH:13])[C:6]([O:8][CH3:9])=[O:7])#[N:2].CI.[C:16]([O-])([O-])=O.[K+].[K+]. Product: [C:1]([C:3]1[CH:4]=[C:5]([CH:10]=[CH:11][C:12]=1[O:13][CH3:16])[C:6]([O:8][CH3:9])=[O:7])#[N:2]. The catalyst class is: 18.